Dataset: Reaction yield outcomes from USPTO patents with 853,638 reactions. Task: Predict the reaction yield, written as a fraction of the theoretical maximum amount of product (1.0 means a 100% yield; for example, 0.34 means a 34% yield). (1) The catalyst is C1(C)C=CC=CC=1.C([O-])(=O)C.[Rh+2].C([O-])(=O)C. The yield is 0.270. The reactants are [F:1][C:2]1[CH:3]=[C:4]([C:27]2[C:28]([C:33]#[N:34])=[CH:29][CH:30]=[CH:31][CH:32]=2)[CH:5]=[CH:6][C:7]=1[CH2:8][C:9]1[C:10](=[O:26])[N:11]([C@H:21]2[CH2:24][C@H:23]([OH:25])[CH2:22]2)[C:12]2[N:13]([N:18]=[CH:19][N:20]=2)[C:14]=1[CH2:15][CH2:16][CH3:17].[N+](=[CH:37][C:38]([O:40][CH2:41][CH3:42])=[O:39])=[N-]. The product is [C:33]([C:28]1[CH:29]=[CH:30][CH:31]=[CH:32][C:27]=1[C:4]1[CH:5]=[CH:6][C:7]([CH2:8][C:9]2[C:10](=[O:26])[N:11]([C@H:21]3[CH2:22][C@H:23]([O:25][CH2:37][C:38]([O:40][CH2:41][CH3:42])=[O:39])[CH2:24]3)[C:12]3[N:13]([N:18]=[CH:19][N:20]=3)[C:14]=2[CH2:15][CH2:16][CH3:17])=[C:2]([F:1])[CH:3]=1)#[N:34]. (2) The reactants are [CH3:1][S:2]([C:5]1[CH:14]=[CH:13][C:12]2[C:7](=[CH:8][CH:9]=[C:10]([C:15](OC)=[O:16])[CH:11]=2)[N:6]=1)(=[O:4])=[O:3]. The catalyst is C1COCC1. The product is [CH3:1][S:2]([C:5]1[CH:14]=[CH:13][C:12]2[C:7](=[CH:8][CH:9]=[C:10]([CH2:15][OH:16])[CH:11]=2)[N:6]=1)(=[O:4])=[O:3]. The yield is 0.810. (3) The yield is 0.610. The product is [CH2:12]([O:19][C:20](=[O:27])[CH2:21][CH2:22][CH2:23][CH2:24][CH2:25][NH:26][C:59]([NH:50][C:51]12[CH2:52][CH:53]3[CH2:54][CH:57]([CH2:11][CH:1]([CH2:6]3)[CH2:2]1)[CH2:58]2)=[O:31])[C:13]1[CH:18]=[CH:17][CH:16]=[CH:15][CH:14]=1. The catalyst is ClCCl. The reactants are [C:1]1([CH3:11])[CH:6]=CC(S(O)(=O)=O)=C[CH:2]=1.[CH2:12]([O:19][C:20](=[O:27])[CH2:21][CH2:22][CH2:23][CH2:24][CH2:25][NH2:26])[C:13]1[CH:18]=[CH:17][CH:16]=[CH:15][CH:14]=1.ClC(Cl)([O:31]C(=O)OC(Cl)(Cl)Cl)Cl.C(N(CC)CC)C.Cl.Cl.C[N:50]([CH3:59])[C:51]1[CH:58]=[CH:57][C:54](CN)=[CH:53][CH:52]=1. (4) The reactants are C(OC([NH:8][CH:9]([CH:48]([CH3:50])[CH3:49])[C:10]([O:12][CH:13]([N:15]1[C:19]2=[N:20][CH:21]=[C:22]([C:24]3[CH:29]=[CH:28][C:27]([Cl:30])=[CH:26][CH:25]=3)[CH:23]=[C:18]2[C:17]([C:31](=[O:47])[C:32]2[C:37]([F:38])=[CH:36][CH:35]=[C:34]([NH:39][S:40]([CH2:43][CH2:44][CH3:45])(=[O:42])=[O:41])[C:33]=2[F:46])=[CH:16]1)[CH3:14])=[O:11])=O)(C)(C)C.Cl. The catalyst is CCOC(C)=O. The product is [ClH:30].[NH2:8][CH:9]([CH:48]([CH3:49])[CH3:50])[C:10]([O:12][CH:13]([N:15]1[C:19]2=[N:20][CH:21]=[C:22]([C:24]3[CH:29]=[CH:28][C:27]([Cl:30])=[CH:26][CH:25]=3)[CH:23]=[C:18]2[C:17]([C:31](=[O:47])[C:32]2[C:37]([F:38])=[CH:36][CH:35]=[C:34]([NH:39][S:40]([CH2:43][CH2:44][CH3:45])(=[O:41])=[O:42])[C:33]=2[F:46])=[CH:16]1)[CH3:14])=[O:11]. The yield is 0.570.